From a dataset of Forward reaction prediction with 1.9M reactions from USPTO patents (1976-2016). Predict the product of the given reaction. Given the reactants [Cl:1][C:2]1[CH:3]=[C:4]([O:9][S:10]([C:13]2[C:22]3[CH2:21][CH2:20][CH:19]([NH:23][C:24](=O)[C:25](F)(F)F)[CH2:18][C:17]=3[C:16]([O:30][CH3:31])=[CH:15][CH:14]=2)(=[O:12])=[O:11])[CH:5]=[CH:6][C:7]=1[Cl:8].[Li+].[OH-].O.Br[CH2:36][CH2:37]CCBr, predict the reaction product. The product is: [Cl:1][C:2]1[CH:3]=[C:4]([O:9][S:10]([C:13]2[C:22]3[CH2:21][CH2:20][CH:19]([N:23]4[CH2:37][CH2:36][CH2:25][CH2:24]4)[CH2:18][C:17]=3[C:16]([O:30][CH3:31])=[CH:15][CH:14]=2)(=[O:11])=[O:12])[CH:5]=[CH:6][C:7]=1[Cl:8].